This data is from Reaction yield outcomes from USPTO patents with 853,638 reactions. The task is: Predict the reaction yield, written as a fraction of the theoretical maximum amount of product (1.0 means a 100% yield; for example, 0.34 means a 34% yield). (1) The reactants are [NH2:1][C:2]1[CH:3]=[C:4]([CH:7]=[C:8]([N+:10]([O-:12])=[O:11])[CH:9]=1)[C:5]#[N:6].[CH3:13][S:14](Cl)(=[O:16])=[O:15]. The catalyst is C(Cl)Cl. The product is [C:5]([C:4]1[CH:3]=[C:2]([N:1]([S:14]([CH3:13])(=[O:16])=[O:15])[S:14]([CH3:13])(=[O:16])=[O:15])[CH:9]=[C:8]([N+:10]([O-:12])=[O:11])[CH:7]=1)#[N:6]. The yield is 0.760. (2) The reactants are [OH:1][C:2]1[CH:7]=[CH:6][C:5]([C:8]2[CH:17]=[C:16]3[C:11]([CH:12]=[C:13]([C:18]([O:20][CH3:21])=[O:19])[N:14]=[CH:15]3)=[CH:10][CH:9]=2)=[CH:4][CH:3]=1.[CH:22]1([C:26]2[O:30][N:29]=[C:28]([C:31]3[C:36]([Cl:37])=[CH:35][N:34]=[CH:33][C:32]=3[Cl:38])[C:27]=2[CH2:39]O)[CH2:25][CH2:24][CH2:23]1.C1(P(C2C=CC=CC=2)C2C=CC=CC=2)C=CC=CC=1.N(C(OC(C)C)=O)=NC(OC(C)C)=O. The catalyst is ClCCl. The product is [CH:22]1([C:26]2[O:30][N:29]=[C:28]([C:31]3[C:32]([Cl:38])=[CH:33][N:34]=[CH:35][C:36]=3[Cl:37])[C:27]=2[CH2:39][O:1][C:2]2[CH:3]=[CH:4][C:5]([C:8]3[CH:17]=[C:16]4[C:11]([CH:12]=[C:13]([C:18]([O:20][CH3:21])=[O:19])[N:14]=[CH:15]4)=[CH:10][CH:9]=3)=[CH:6][CH:7]=2)[CH2:23][CH2:24][CH2:25]1. The yield is 0.390. (3) The yield is 0.240. The product is [C:13]([C:17]1[CH:18]=[CH:19][C:20]([C:24]2[CH:28]=[C:27]([CH3:29])[NH:26][C:25]=2[CH3:30])=[C:9]([NH:8][C:6]([NH:3][C:2]2[CH:1]=[CH:48][C:42]([O:41][C:39]3[CH:38]=[CH:37][N:36]=[C:35]([C:33](=[O:34])[NH:32][CH3:31])[CH:40]=3)=[CH:43][CH:44]=2)=[O:7])[CH:10]=1)([CH3:14])([CH3:15])[CH3:16]. The catalyst is C(Cl)Cl.CCOC(C)=O. The reactants are [CH:1]1N=C[N:3]([C:6]([N:8]2C=N[CH:10]=[CH:9]2)=[O:7])[CH:2]=1.[C:13]([C:17]1[CH:18]=[CH:19][C:20]([C:24]2[CH:28]=[C:27]([CH3:29])[NH:26][C:25]=2[CH3:30])=C(C=1)N)([CH3:16])([CH3:15])[CH3:14].[CH3:31][NH:32][C:33]([C:35]1[CH:40]=[C:39]([O:41][C:42]2[CH:48]=CC(N)=[CH:44][CH:43]=2)[CH:38]=[CH:37][N:36]=1)=[O:34]. (4) The reactants are Br[C:2]([CH3:9])([CH3:8])[C:3]([O:5][CH2:6][CH3:7])=[O:4].[NH2:10][C:11]1[N:12]([C:17]2[C:26]3[C:21](=[CH:22][CH:23]=[CH:24][CH:25]=3)[C:20]([CH:27]3[CH2:29][CH2:28]3)=[CH:19][CH:18]=2)[C:13]([SH:16])=[N:14][N:15]=1.[I-].[K+]. The catalyst is CN(C=O)C. The product is [NH2:10][C:11]1[N:12]([C:17]2[C:26]3[C:21](=[CH:22][CH:23]=[CH:24][CH:25]=3)[C:20]([CH:27]3[CH2:29][CH2:28]3)=[CH:19][CH:18]=2)[C:13]([S:16][C:2]([CH3:9])([CH3:8])[C:3]([O:5][CH2:6][CH3:7])=[O:4])=[N:14][N:15]=1. The yield is 0.270. (5) The reactants are [CH:1]([C:3]1[CH:8]=[C:7]([CH3:9])[C:6]([N+:10]([O-:12])=[O:11])=[CH:5][N:4]=1)=[O:2].[CH2:13](O)[CH2:14][OH:15]. The catalyst is C1(C)C=CC=CC=1.C1(C)C=CC(S(O)(=O)=O)=CC=1. The product is [O:2]1[CH2:13][CH2:14][O:15][CH:1]1[C:3]1[CH:8]=[C:7]([CH3:9])[C:6]([N+:10]([O-:12])=[O:11])=[CH:5][N:4]=1. The yield is 0.900. (6) The reactants are [N:1]1([CH2:7][CH2:8][NH2:9])[CH2:6][CH2:5][O:4][CH2:3][CH2:2]1.Cl[C:11]1[N:12]([CH2:34][CH:35]2[CH2:37][CH2:36]2)[C:13]2[C:18]([N:19]=1)=[C:17]([N:20]1[CH2:25][CH2:24][O:23][CH2:22][CH2:21]1)[N:16]=[C:15]([C:26]1[C:27]([CH3:33])=[N:28][C:29]([NH2:32])=[N:30][CH:31]=1)[N:14]=2. The catalyst is CS(C)=O. The product is [NH2:32][C:29]1[N:28]=[C:27]([CH3:33])[C:26]([C:15]2[N:14]=[C:13]3[C:18]([N:19]=[C:11]([NH:9][CH2:8][CH2:7][N:1]4[CH2:6][CH2:5][O:4][CH2:3][CH2:2]4)[N:12]3[CH2:34][CH:35]3[CH2:37][CH2:36]3)=[C:17]([N:20]3[CH2:25][CH2:24][O:23][CH2:22][CH2:21]3)[N:16]=2)=[CH:31][N:30]=1. The yield is 0.750.